Dataset: Forward reaction prediction with 1.9M reactions from USPTO patents (1976-2016). Task: Predict the product of the given reaction. (1) Given the reactants [Br:1][C:2]1[CH:11]=[C:10]2[C:5]([CH2:6][CH2:7][CH:8]([CH2:13][CH:14]3[CH2:19][CH2:18][N:17]([CH2:20][CH:21]([F:23])[F:22])[CH2:16][CH2:15]3)[C:9]2=O)=[CH:4][CH:3]=1.[C:24](=[O:27])([O-])[O-].[NH4+:28].[NH4+:29].[C-]#N.[K+].S([O-])(O)=O.[Na+].Cl.N#N.CCO[C:44](C)=[O:45], predict the reaction product. The product is: [Br:1][C:2]1[CH:11]=[C:10]2[C:5]([CH2:6][CH2:7][CH:8]([CH2:13][CH:14]3[CH2:19][CH2:18][N:17]([CH2:20][CH:21]([F:23])[F:22])[CH2:16][CH2:15]3)[C:9]32[C:44](=[O:45])[NH:29][C:24](=[O:27])[NH:28]3)=[CH:4][CH:3]=1. (2) Given the reactants [CH3:1][N:2]([CH3:19])[CH2:3][CH2:4][CH2:5][N:6]1[CH2:11][CH2:10][S:9][C:8]2[CH:12]=[C:13]([N+:16]([O-])=O)[CH:14]=[CH:15][C:7]1=2.O.NN, predict the reaction product. The product is: [CH3:19][N:2]([CH3:1])[CH2:3][CH2:4][CH2:5][N:6]1[CH2:11][CH2:10][S:9][C:8]2[CH:12]=[C:13]([NH2:16])[CH:14]=[CH:15][C:7]1=2. (3) Given the reactants [Br:1][C:2]1[CH:3]=[C:4]([N+:12]([O-:14])=[O:13])[C:5]([O:10][CH3:11])=[C:6]([CH:9]=1)[CH2:7]Br.P(OCC)(OCC)OCC.[H-].[Na+].O=[C:28]1[CH2:33][CH2:32][N:31]([C:34]([O:36][C:37]([CH3:40])([CH3:39])[CH3:38])=[O:35])[CH2:30][CH2:29]1.[Cl-].[NH4+], predict the reaction product. The product is: [Br:1][C:2]1[CH:3]=[C:4]([N+:12]([O-:14])=[O:13])[C:5]([O:10][CH3:11])=[C:6]([CH:9]=1)[CH:7]=[C:28]1[CH2:33][CH2:32][N:31]([C:34]([O:36][C:37]([CH3:40])([CH3:39])[CH3:38])=[O:35])[CH2:30][CH2:29]1.